From a dataset of Catalyst prediction with 721,799 reactions and 888 catalyst types from USPTO. Predict which catalyst facilitates the given reaction. Reactant: [NH:1]([C:14]([O:16][CH2:17][C:18]1[CH:23]=[CH:22][CH:21]=[CH:20][CH:19]=1)=[O:15])[C@H:2]([C:11]([OH:13])=[O:12])[CH2:3][C:4]1[CH:9]=[CH:8]C(O)=CC=1.[OH-].[K+].S(OC)(O[CH3:30])(=O)=O.O.[CH2:34]1[CH2:38][O:37][CH2:36][CH2:35]1. Product: [CH2:17]([O:16][C:14]([N:1]([CH3:30])[C@H:2]([C:11]([OH:13])=[O:12])[CH2:3][C:4]1[CH:35]=[CH:34][C:38]([O:37][CH3:36])=[CH:8][CH:9]=1)=[O:15])[C:18]1[CH:19]=[CH:20][CH:21]=[CH:22][CH:23]=1. The catalyst class is: 28.